From a dataset of TCR-epitope binding with 47,182 pairs between 192 epitopes and 23,139 TCRs. Binary Classification. Given a T-cell receptor sequence (or CDR3 region) and an epitope sequence, predict whether binding occurs between them. (1) The epitope is QECVRGTTVL. The TCR CDR3 sequence is CASSQVSGSGANVLTF. Result: 1 (the TCR binds to the epitope). (2) The epitope is FTISVTTEIL. The TCR CDR3 sequence is CASSLTGRSYNEQFF. Result: 1 (the TCR binds to the epitope). (3) The TCR CDR3 sequence is CASSQDGSGPQEHTDTQYF. The epitope is ALSKGVHFV. Result: 1 (the TCR binds to the epitope). (4) Result: 0 (the TCR does not bind to the epitope). The TCR CDR3 sequence is CASSLMGASGANVLTF. The epitope is GTSGSPIINR. (5) Result: 0 (the TCR does not bind to the epitope). The epitope is LLMPILTLT. The TCR CDR3 sequence is CASSQGTSGFYNEQFF. (6) The epitope is KLSYGIATV. The TCR CDR3 sequence is CASSTHTQGLGEGEKLFF. Result: 1 (the TCR binds to the epitope). (7) The epitope is FTISVTTEIL. The TCR CDR3 sequence is CASSLADGSLSDTQYF. Result: 1 (the TCR binds to the epitope). (8) The epitope is FPRPWLHGL. The TCR CDR3 sequence is CASSLWGGPTNEQYF. Result: 1 (the TCR binds to the epitope).